From a dataset of Reaction yield outcomes from USPTO patents with 853,638 reactions. Predict the reaction yield, written as a fraction of the theoretical maximum amount of product (1.0 means a 100% yield; for example, 0.34 means a 34% yield). The product is [C:28]([O:31][C:32](=[O:33])[NH:9][C:5]1[S:6][CH2:7][CH2:8][C@@:3]([CH2:1][CH3:2])([C:10]2[CH:15]=[C:14]([N+:16]([O-:18])=[O:17])[CH:13]=[CH:12][C:11]=2[F:19])[N:4]=1)([CH3:30])([CH3:29])[CH3:27]. The yield is 0.880. The reactants are [CH2:1]([C@@:3]1([C:10]2[CH:15]=[C:14]([N+:16]([O-:18])=[O:17])[CH:13]=[CH:12][C:11]=2[F:19])[CH2:8][CH2:7][S:6][C:5]([NH2:9])=[N:4]1)[CH3:2].CCN(CC)CC.[CH3:27][C:28]([O:31][C:32](O[C:32]([O:31][C:28]([CH3:30])([CH3:29])[CH3:27])=[O:33])=[O:33])([CH3:30])[CH3:29]. The catalyst is ClCCl.